From a dataset of Peptide-MHC class I binding affinity with 185,985 pairs from IEDB/IMGT. Regression. Given a peptide amino acid sequence and an MHC pseudo amino acid sequence, predict their binding affinity value. This is MHC class I binding data. (1) The peptide sequence is GPASLPTAL. The MHC is HLA-B15:17 with pseudo-sequence HLA-B15:17. The binding affinity (normalized) is 0.0847. (2) The peptide sequence is DLSRHSWDL. The MHC is HLA-B08:01 with pseudo-sequence HLA-B08:01. The binding affinity (normalized) is 0.218. (3) The peptide sequence is ETTNWLWTF. The MHC is HLA-A32:15 with pseudo-sequence HLA-A32:15. The binding affinity (normalized) is 0.728. (4) The binding affinity (normalized) is 0.0187. The MHC is HLA-A30:02 with pseudo-sequence HLA-A30:02. The peptide sequence is FYQKTGEKS. (5) The peptide sequence is LPYPQPQLPY. The MHC is Patr-B1301 with pseudo-sequence Patr-B1301. The binding affinity (normalized) is 0.490. (6) The peptide sequence is FQILHDRFF. The MHC is HLA-C04:01 with pseudo-sequence HLA-C04:01. The binding affinity (normalized) is 0.0847. (7) The peptide sequence is SPAIFQCSM. The MHC is HLA-B15:03 with pseudo-sequence HLA-B15:03. The binding affinity (normalized) is 0.262. (8) The peptide sequence is LPTNAVVKM. The MHC is HLA-A30:01 with pseudo-sequence HLA-A30:01. The binding affinity (normalized) is 0.355. (9) The peptide sequence is VLSEYETMV. The MHC is HLA-A02:03 with pseudo-sequence HLA-A02:03. The binding affinity (normalized) is 1.00.